The task is: Predict which catalyst facilitates the given reaction.. This data is from Catalyst prediction with 721,799 reactions and 888 catalyst types from USPTO. (1) Reactant: [CH3:1][C:2]([C:4]1[CH:5]=[CH:6][CH:7]=[C:8]([OH:10])[CH:9]=1)=[O:3].C(N(CC)C(C)C)(C)C.Cl[CH2:21][O:22][CH3:23]. Product: [CH3:21][O:22][CH2:23][O:10][C:8]1[CH:7]=[CH:6][CH:5]=[C:4]([C:2](=[O:3])[CH3:1])[CH:9]=1. The catalyst class is: 2. (2) Reactant: [OH:1][CH2:2][C:3]([CH2:9][OH:10])([CH2:7][OH:8])[C:4]([OH:6])=[O:5].[N+](=[CH2:13])=[N-].C(OCC)C. Product: [OH:1][CH2:2][C:3]([CH2:9][OH:10])([CH2:7][OH:8])[C:4]([O:6][CH3:13])=[O:5]. The catalyst class is: 5. (3) Reactant: C([O:3][C:4]([C:6]1[C:7]([C:14]2[CH:19]=[CH:18][CH:17]=[CH:16][CH:15]=2)=[N:8][O:9][C:10]=1[CH:11]1[CH2:13][CH2:12]1)=[O:5])C.[OH-].[Na+]. Product: [CH:11]1([C:10]2[O:9][N:8]=[C:7]([C:14]3[CH:15]=[CH:16][CH:17]=[CH:18][CH:19]=3)[C:6]=2[C:4]([OH:5])=[O:3])[CH2:12][CH2:13]1. The catalyst class is: 8.